Dataset: Full USPTO retrosynthesis dataset with 1.9M reactions from patents (1976-2016). Task: Predict the reactants needed to synthesize the given product. (1) Given the product [OH:56][C:49]1[C:48]([CH2:47][NH:46][C:12](=[O:14])[C:11]2[CH:10]=[CH:9][C:8]([O:1][C:2]3[CH:3]=[CH:4][CH:5]=[CH:6][CH:7]=3)=[CH:16][CH:15]=2)=[C:53]([CH3:54])[CH:52]=[C:51]([CH3:55])[N:50]=1, predict the reactants needed to synthesize it. The reactants are: [O:1]([C:8]1[CH:16]=[CH:15][C:11]([C:12]([OH:14])=O)=[CH:10][CH:9]=1)[C:2]1[CH:7]=[CH:6][CH:5]=[CH:4][CH:3]=1.ON1C2C=CC=CC=2N=N1.Cl.CN(C)CCCN=C=NCC.C(N(CC)CC)C.[NH2:46][CH2:47][C:48]1[C:49]([OH:56])=[N:50][C:51]([CH3:55])=[CH:52][C:53]=1[CH3:54]. (2) The reactants are: [CH2:1]([N:4]1[CH2:9][CH2:8][CH2:7][CH2:6][C@H:5]1[C@H:10](Cl)[C:11]1[CH:16]=[CH:15][C:14]([Cl:17])=[C:13]([Cl:18])[CH:12]=1)[CH:2]=[CH2:3].[NH3:20].CO. Given the product [CH2:1]([N:4]1[CH2:9][CH2:8][CH2:7][CH2:6][C@H:5]1[C@H:10]([C:11]1[CH:16]=[CH:15][C:14]([Cl:17])=[C:13]([Cl:18])[CH:12]=1)[NH2:20])[CH:2]=[CH2:3], predict the reactants needed to synthesize it. (3) The reactants are: [CH2:1]=C1CCC2(OCCO2)CC1.O=[C:13]1[CH2:18][CH2:17][C:16]([C:24]([O:26][CH2:27][CH3:28])=[O:25])([C:19]([O:21][CH2:22][CH3:23])=[O:20])[CH2:15][CH2:14]1.O1C2(CCC(=O)CC2)OCC1. Given the product [CH2:1]=[C:13]1[CH2:18][CH2:17][C:16]([C:24]([O:26][CH2:27][CH3:28])=[O:25])([C:19]([O:21][CH2:22][CH3:23])=[O:20])[CH2:15][CH2:14]1, predict the reactants needed to synthesize it. (4) Given the product [CH3:48][O:49][C:50](=[O:93])[CH2:51][C:52]1[CH:57]=[CH:56][CH:55]=[C:54]([O:58][CH:59]([C:87]2[CH:92]=[CH:91][CH:90]=[CH:89][CH:88]=2)[CH2:60][O:61][C:62]2[CH:67]=[CH:66][CH:65]=[C:64]([C:68]([OH:77])([C:69]([F:70])([F:71])[F:72])[C:73]([F:75])([F:76])[F:74])[CH:63]=2)[CH:53]=1, predict the reactants needed to synthesize it. The reactants are: C1(C(O)COC2C=CC=C(C(OCC3C=CC(OC)=CC=3)(C(F)(F)F)C(F)(F)F)C=2)C=CC=CC=1.COC(=O)CC1C=CC=C(O)C=1.[CH3:48][O:49][C:50](=[O:93])[CH2:51][C:52]1[CH:57]=[CH:56][CH:55]=[C:54]([O:58][CH:59]([C:87]2[CH:92]=[CH:91][CH:90]=[CH:89][CH:88]=2)[CH2:60][O:61][C:62]2[CH:67]=[CH:66][CH:65]=[C:64]([C:68]([O:77]CC3C=CC(OC)=CC=3)([C:73]([F:76])([F:75])[F:74])[C:69]([F:72])([F:71])[F:70])[CH:63]=2)[CH:53]=1. (5) The reactants are: [OH:1][C:2]1[CH:7]=[CH:6][C:5]([C:8]([C:17]2[CH:22]=[CH:21][C:20]([OH:23])=[CH:19][CH:18]=2)([C:10]2[CH:15]=[CH:14][C:13]([OH:16])=[CH:12][CH:11]=2)[CH3:9])=[CH:4][CH:3]=1.[I-].[K+].C1(=O)[O:30][CH2:29][CH2:28]O1. Given the product [OH:1][CH2:2][CH2:3][O:1][C:2]1[CH:7]=[CH:6][C:5]([C:8]([C:10]2[CH:15]=[CH:14][C:13]([O:16][CH2:28][CH2:29][OH:30])=[CH:12][CH:11]=2)([C:17]2[CH:18]=[CH:19][C:20]([O:23][CH2:12][CH2:13][OH:16])=[CH:21][CH:22]=2)[CH3:9])=[CH:4][CH:3]=1, predict the reactants needed to synthesize it. (6) The reactants are: [CH2:1]([O:8][C:9]1[CH:17]=[C:16]2[C:12]([CH:13]=[N:14][N:15]2[CH2:18][C@@H:19]([OH:21])[CH3:20])=[CH:11][CH:10]=1)[C:2]1[CH:7]=[CH:6][CH:5]=[CH:4][CH:3]=1.[H-].[Na+].[C:24]([Si:28](Cl)([CH3:30])[CH3:29])([CH3:27])([CH3:26])[CH3:25].[Na+].[I-]. Given the product [CH2:1]([O:8][C:9]1[CH:17]=[C:16]2[C:12]([CH:13]=[N:14][N:15]2[CH2:18][C@@H:19]([O:21][Si:28]([C:24]([CH3:27])([CH3:26])[CH3:25])([CH3:30])[CH3:29])[CH3:20])=[CH:11][CH:10]=1)[C:2]1[CH:3]=[CH:4][CH:5]=[CH:6][CH:7]=1, predict the reactants needed to synthesize it. (7) Given the product [CH3:1][C:2]1[N:3]=[C:4]([N:12]2[CH:16]=[C:15]([CH2:17][CH2:18][CH2:19][C:20]3[CH:21]=[CH:22][CH:23]=[CH:24][CH:25]=3)[N:14]=[N:13]2)[S:5][C:6]=1[C:7]([OH:9])=[O:8], predict the reactants needed to synthesize it. The reactants are: [CH3:1][C:2]1[N:3]=[C:4]([N:12]2[CH:16]=[C:15]([CH2:17][CH2:18][CH2:19][C:20]3[CH:25]=[CH:24][CH:23]=[CH:22][CH:21]=3)[N:14]=[N:13]2)[S:5][C:6]=1[C:7]([O:9]CC)=[O:8].[OH-].[Li+].Cl.